The task is: Predict hERG channel inhibition at various concentrations.. This data is from hERG Central: cardiac toxicity at 1µM, 10µM, and general inhibition. (1) The drug is NC(=O)c1ccsc1NC(=O)COC(=O)C1CCCN1C(=O)c1cccs1. Results: hERG_inhib (hERG inhibition (general)): blocker. (2) The compound is Cc1nc(-n2nnc3ccccc32)c2c3c(sc2n1)CCCC3. Results: hERG_inhib (hERG inhibition (general)): blocker.